Task: Predict the reaction yield, written as a fraction of the theoretical maximum amount of product (1.0 means a 100% yield; for example, 0.34 means a 34% yield).. Dataset: Reaction yield outcomes from USPTO patents with 853,638 reactions The catalyst is CN(C=O)C. The reactants are [C:1]([C:3](=[C:9]1[CH2:14][CH2:13][CH2:12][CH2:11][CH2:10]1)[C:4]([O:6][CH2:7][CH3:8])=[O:5])#[N:2].[CH3:15]C([O-])(C)C.[K+].CI. The yield is 0.960. The product is [C:1]([C:3]([C:9]1[CH2:14][CH2:13][CH2:12][CH2:11][CH:10]=1)([CH3:15])[C:4]([O:6][CH2:7][CH3:8])=[O:5])#[N:2].